From a dataset of Full USPTO retrosynthesis dataset with 1.9M reactions from patents (1976-2016). Predict the reactants needed to synthesize the given product. (1) Given the product [CH3:17][O:16][C:9]1[CH:10]=[CH:11][CH:12]=[C:13]([O:14][CH3:15])[C:8]=1[C:3]1[CH:4]=[CH:5][CH:6]=[CH:7][C:2]=1[P:23](=[O:24])([O:28][CH2:29][CH3:30])[O:25][CH2:26][CH3:27], predict the reactants needed to synthesize it. The reactants are: Br[C:2]1[CH:7]=[CH:6][CH:5]=[CH:4][C:3]=1[C:8]1[C:13]([O:14][CH3:15])=[CH:12][CH:11]=[CH:10][C:9]=1[O:16][CH3:17].C([Li])CCC.[P:23](Cl)([O:28][CH2:29][CH3:30])([O:25][CH2:26][CH3:27])=[O:24]. (2) Given the product [O:1]1[CH:5]=[CH:4][CH:3]=[C:2]1[C:6]1[O:7][C:8]([CH3:36])=[C:9]([CH2:11][O:12][C:13]2[CH:33]=[CH:32][C:16]([CH2:17][O:18][C:19]3[C:23](/[CH:24]=[CH:44]/[C:39]4[CH:40]=[CH:41][CH:42]=[CH:43][N:38]=4)=[CH:22][N:21]([C:26]4[CH:31]=[CH:30][CH:29]=[CH:28][CH:27]=4)[N:20]=3)=[CH:15][C:14]=2[O:34][CH3:35])[N:10]=1, predict the reactants needed to synthesize it. The reactants are: [O:1]1[CH:5]=[CH:4][CH:3]=[C:2]1[C:6]1[O:7][C:8]([CH3:36])=[C:9]([CH2:11][O:12][C:13]2[CH:33]=[CH:32][C:16]([CH2:17][O:18][C:19]3[C:23]([CH:24]=O)=[CH:22][N:21]([C:26]4[CH:31]=[CH:30][CH:29]=[CH:28][CH:27]=4)[N:20]=3)=[CH:15][C:14]=2[O:34][CH3:35])[N:10]=1.[Cl-].[N:38]1[CH:43]=[CH:42][CH:41]=[CH:40][C:39]=1[CH2:44][P+](C1C=CC=CC=1)(C1C=CC=CC=1)C1C=CC=CC=1.C(=O)([O-])[O-].[K+].[K+].CN(C)C=O. (3) Given the product [F:3][C:4]1[CH:9]=[CH:8][C:7]([C:10]([O:16][CH3:17])([CH2:14][CH2:13][OH:12])[C:11]([NH:1][NH2:2])=[O:15])=[CH:6][CH:5]=1, predict the reactants needed to synthesize it. The reactants are: [NH2:1][NH2:2].[F:3][C:4]1[CH:9]=[CH:8][C:7]([C:10]2([O:16][CH3:17])[CH2:14][CH2:13][O:12][C:11]2=[O:15])=[CH:6][CH:5]=1. (4) Given the product [C:1]([C:12]1[CH:13]=[C:14]2[C:18](=[CH:19][C:11]=1[OH:10])[NH:17][C:16](=[O:20])[CH2:15]2)(=[O:3])[CH3:2], predict the reactants needed to synthesize it. The reactants are: [C:1](Cl)(=[O:3])[CH3:2].[Cl-].[Cl-].[Cl-].[Al+3].C[O:10][C:11]1[CH:19]=[C:18]2[C:14]([CH2:15][C:16](=[O:20])[NH:17]2)=[CH:13][CH:12]=1. (5) Given the product [NH:9]1[C:10]2[C:6](=[CH:5][CH:4]=[C:3]([CH:1]=[C:14]([C:15]([N:17]3[CH2:18][CH2:20][CH2:22][CH2:21]3)=[O:16])[C:12]#[N:13])[CH:11]=2)[CH:7]=[N:8]1, predict the reactants needed to synthesize it. The reactants are: [CH:1]([C:3]1[CH:11]=[C:10]2[C:6]([CH:7]=[N:8][NH:9]2)=[CH:5][CH:4]=1)=O.[C:12]([CH2:14][C:15]([NH:17][CH:18]([CH3:20])C)=[O:16])#[N:13].[CH2:21]1CCN2C(=NCCC2)C[CH2:22]1. (6) The reactants are: [CH2:1]1[CH2:27][O:26][C:3]2([CH2:8][CH2:7][C@H:6]3[C@H:9]4[C@H:19]([CH2:20][CH2:21][C@:4]23[CH3:5])[C@:17]2([CH3:18])[C:12]([CH2:13][C@H:14]([O:22][C:23](=[O:25])[CH3:24])[CH2:15][CH2:16]2)=[CH:11][CH2:10]4)[O:2]1.[OH:28][C@@H]1CC[C@@]2(C)C(=CC[C@@H]3[C@@H]2CC[C@@]2(C)[C@H]3CCC2=O)C1.C(OOC(C)(C)C)(C)(C)C.C(=O)(O)[O-].[Na+].Cl([O-])(=O)(=O)=O.[Na+]. Given the product [CH2:27]1[CH2:1][O:2][C:3]2([CH2:8][CH2:7][C@H:6]3[C@H:9]4[C@H:19]([CH2:20][CH2:21][C@:4]23[CH3:5])[C@:17]2([CH3:18])[C:12]([CH2:13][C@H:14]([O:22][C:23](=[O:25])[CH3:24])[CH2:15][CH2:16]2)=[CH:11][C:10]4=[O:28])[O:26]1, predict the reactants needed to synthesize it. (7) Given the product [C:8]12([C:11](=[O:12])[CH2:13][CH2:14][C:15]3[CH:16]=[N:17][CH:18]=[CH:19][CH:20]=3)[CH2:10][CH:4]3[CH2:3][CH:2]([CH2:1][CH:6]([CH2:5]3)[CH2:7]1)[CH2:9]2, predict the reactants needed to synthesize it. The reactants are: [CH2:1]1[CH:6]2[CH2:7][C:8]3([C:11](/[CH:13]=[CH:14]/[C:15]4[CH:20]=[CH:19][CH:18]=[N:17][CH:16]=4)=[O:12])[CH2:10][CH:4]([CH2:5]2)[CH2:3][CH:2]1[CH2:9]3. (8) Given the product [C:1]([O:5][C:6]([N:8]1[CH2:12][C@H:11]([O:13][CH3:14])[CH2:10][C@H:9]1[C:15]([OH:17])=[O:16])=[O:7])([CH3:4])([CH3:2])[CH3:3], predict the reactants needed to synthesize it. The reactants are: [C:1]([O:5][C:6]([N:8]1[CH2:12][C@H:11]([O:13][CH3:14])[CH2:10][C@H:9]1[C:15]([O:17]C)=[O:16])=[O:7])([CH3:4])([CH3:3])[CH3:2].[OH-].[Li+].[Cl-].[Na+].Cl.